The task is: Predict the product of the given reaction.. This data is from Forward reaction prediction with 1.9M reactions from USPTO patents (1976-2016). (1) Given the reactants [CH3:1][NH2:2].[C:3]1([N:13]=[C:14]=[O:15])[C:12]2[C:7](=[CH:8][CH:9]=[CH:10][CH:11]=2)[CH:6]=[CH:5][CH:4]=1, predict the reaction product. The product is: [CH3:1][NH:2][C:14]([NH:13][C:3]1[C:12]2[C:7](=[CH:8][CH:9]=[CH:10][CH:11]=2)[CH:6]=[CH:5][CH:4]=1)=[O:15]. (2) Given the reactants [Cl:1][C:2]1[CH:7]=[CH:6][C:5]([NH:8][CH2:9][C:10]2[NH:11][CH:12]=[CH:13][N:14]=2)=[CH:4][C:3]=1[O:15][CH3:16].C=O.[C:19]([BH3-])#N.[Na+], predict the reaction product. The product is: [Cl:1][C:2]1[CH:7]=[CH:6][C:5]([N:8]([CH2:9][C:10]2[NH:14][CH:13]=[CH:12][N:11]=2)[CH3:19])=[CH:4][C:3]=1[O:15][CH3:16]. (3) Given the reactants Cl.[CH2:2]([N:9]1[CH2:13][CH2:12][C:11]2([CH2:22][C:21](=[O:23])[C:20]3[C:15](=[CH:16][CH:17]=[C:18](/[CH:24]=[CH:25]/[C:26](O)=[O:27])[CH:19]=3)[O:14]2)[CH2:10]1)[C:3]1[CH:8]=[CH:7][CH:6]=[CH:5][CH:4]=1.[NH2:29][O:30][CH:31]1[CH2:36][CH2:35][CH2:34][CH2:33][O:32]1, predict the reaction product. The product is: [CH2:2]([N:9]1[CH2:13][CH2:12][C:11]2([CH2:22][C:21](=[O:23])[C:20]3[C:15](=[CH:16][CH:17]=[C:18](/[CH:24]=[CH:25]/[C:26]([NH:29][O:30][CH:31]4[CH2:36][CH2:35][CH2:34][CH2:33][O:32]4)=[O:27])[CH:19]=3)[O:14]2)[CH2:10]1)[C:3]1[CH:4]=[CH:5][CH:6]=[CH:7][CH:8]=1.